This data is from NCI-60 drug combinations with 297,098 pairs across 59 cell lines. The task is: Regression. Given two drug SMILES strings and cell line genomic features, predict the synergy score measuring deviation from expected non-interaction effect. (1) Drug 1: CC1=CC=C(C=C1)C2=CC(=NN2C3=CC=C(C=C3)S(=O)(=O)N)C(F)(F)F. Drug 2: C1CN1C2=NC(=NC(=N2)N3CC3)N4CC4. Cell line: NCI-H460. Synergy scores: CSS=43.9, Synergy_ZIP=0.393, Synergy_Bliss=-3.33, Synergy_Loewe=-23.3, Synergy_HSA=-2.29. (2) Drug 1: CCC1=C2CN3C(=CC4=C(C3=O)COC(=O)C4(CC)O)C2=NC5=C1C=C(C=C5)O. Drug 2: CC(C)NC(=O)C1=CC=C(C=C1)CNNC.Cl. Cell line: HCT116. Synergy scores: CSS=48.5, Synergy_ZIP=-0.438, Synergy_Bliss=-0.721, Synergy_Loewe=-72.6, Synergy_HSA=-2.24. (3) Drug 1: CC1=CC2C(CCC3(C2CCC3(C(=O)C)OC(=O)C)C)C4(C1=CC(=O)CC4)C. Drug 2: CC1C(C(CC(O1)OC2CC(CC3=C2C(=C4C(=C3O)C(=O)C5=CC=CC=C5C4=O)O)(C(=O)C)O)N)O. Cell line: K-562. Synergy scores: CSS=34.3, Synergy_ZIP=1.61, Synergy_Bliss=1.98, Synergy_Loewe=-20.0, Synergy_HSA=1.46. (4) Drug 1: C1=C(C(=O)NC(=O)N1)N(CCCl)CCCl. Drug 2: CN(C(=O)NC(C=O)C(C(C(CO)O)O)O)N=O. Cell line: NCI-H322M. Synergy scores: CSS=3.16, Synergy_ZIP=1.55, Synergy_Bliss=1.21, Synergy_Loewe=-0.285, Synergy_HSA=-0.354. (5) Drug 1: CC1=C(C(CCC1)(C)C)C=CC(=CC=CC(=CC(=O)O)C)C. Drug 2: C(=O)(N)NO. Cell line: KM12. Synergy scores: CSS=-7.16, Synergy_ZIP=6.64, Synergy_Bliss=6.30, Synergy_Loewe=-5.74, Synergy_HSA=-4.65. (6) Cell line: OVCAR-4. Drug 2: CC1=C(N=C(N=C1N)C(CC(=O)N)NCC(C(=O)N)N)C(=O)NC(C(C2=CN=CN2)OC3C(C(C(C(O3)CO)O)O)OC4C(C(C(C(O4)CO)O)OC(=O)N)O)C(=O)NC(C)C(C(C)C(=O)NC(C(C)O)C(=O)NCCC5=NC(=CS5)C6=NC(=CS6)C(=O)NCCC[S+](C)C)O. Synergy scores: CSS=9.33, Synergy_ZIP=-0.141, Synergy_Bliss=2.38, Synergy_Loewe=-2.62, Synergy_HSA=1.19. Drug 1: C1=CN(C=N1)CC(O)(P(=O)(O)O)P(=O)(O)O. (7) Drug 1: C1C(C(OC1N2C=C(C(=O)NC2=O)F)CO)O. Drug 2: C1CN(CCN1C(=O)CCBr)C(=O)CCBr. Cell line: MDA-MB-435. Synergy scores: CSS=3.77, Synergy_ZIP=-1.35, Synergy_Bliss=1.01, Synergy_Loewe=-0.529, Synergy_HSA=-0.104. (8) Drug 1: CCN(CC)CCNC(=O)C1=C(NC(=C1C)C=C2C3=C(C=CC(=C3)F)NC2=O)C. Drug 2: C1=CC=C(C(=C1)C(C2=CC=C(C=C2)Cl)C(Cl)Cl)Cl. Cell line: NCIH23. Synergy scores: CSS=-0.966, Synergy_ZIP=0.954, Synergy_Bliss=0.233, Synergy_Loewe=-0.150, Synergy_HSA=-3.47. (9) Drug 1: C1CCC(C1)C(CC#N)N2C=C(C=N2)C3=C4C=CNC4=NC=N3. Drug 2: CCCS(=O)(=O)NC1=C(C(=C(C=C1)F)C(=O)C2=CNC3=C2C=C(C=N3)C4=CC=C(C=C4)Cl)F. Cell line: MDA-MB-435. Synergy scores: CSS=18.0, Synergy_ZIP=-1.97, Synergy_Bliss=-0.885, Synergy_Loewe=-27.9, Synergy_HSA=-5.35.